This data is from Full USPTO retrosynthesis dataset with 1.9M reactions from patents (1976-2016). The task is: Predict the reactants needed to synthesize the given product. (1) Given the product [CH2:24]([O:23][C:21](=[O:28])[NH:14][C:10]1[CH:9]=[C:8]([F:15])[C:7]([C:4]2[CH2:5][CH2:6][S:1][CH2:2][CH:3]=2)=[C:12]([F:13])[CH:11]=1)[CH:25]([CH3:27])[CH3:26], predict the reactants needed to synthesize it. The reactants are: [S:1]1[CH2:6][CH:5]=[C:4]([C:7]2[C:12]([F:13])=[CH:11][C:10]([NH2:14])=[CH:9][C:8]=2[F:15])[CH2:3][CH2:2]1.C(=O)(O)[O-].[Na+].[C:21](=[O:28])([O:23][CH2:24][CH:25]([CH3:27])[CH3:26])N. (2) Given the product [OH:1][C:2]1[CH:7]=[CH:6][CH:5]=[CH:4][C:3]=1[S:8][CH2:10][CH2:11][CH2:12][C:13]([OH:15])=[O:14], predict the reactants needed to synthesize it. The reactants are: [OH:1][C:2]1[CH:7]=[CH:6][CH:5]=[CH:4][C:3]=1[SH:8].Br[CH2:10][CH2:11][CH2:12][C:13]([O:15]CC)=[O:14].[OH-].[K+].[OH-].[Na+]. (3) Given the product [Cl:4][C:5]1[CH:10]=[CH:9][C:8]([S:11]([N:14]2[CH:19]3[CH2:20][CH2:21][CH2:22][CH:15]2[C:16]2[C:17]([CH2:18]3)=[N:3][N:2]([CH3:1])[C:24]=2[OH:26])(=[O:13])=[O:12])=[CH:7][CH:6]=1, predict the reactants needed to synthesize it. The reactants are: [CH3:1][NH:2][NH2:3].[Cl:4][C:5]1[CH:10]=[CH:9][C:8]([S:11]([N:14]2[CH:19]3[CH2:20][CH2:21][CH2:22][CH:15]2[CH:16]([C:24]([O:26]C)=O)[C:17](=O)[CH2:18]3)(=[O:13])=[O:12])=[CH:7][CH:6]=1.C(=O)(OC)OC.ClC1C=CC(S(N2C3CCCC2CC(=O)C3)(=O)=O)=CC=1. (4) Given the product [NH2:31][C:32]1[C:37]([C:38]#[N:39])=[CH:36][CH:35]=[C:34]([NH:40][CH2:41][CH2:42][NH:43][C:3]2[N:8]3[N:9]=[C:10]([CH:12]4[CH2:13][CH2:14][N:15]([CH:18]([CH3:20])[CH3:19])[CH2:16][CH2:17]4)[N:11]=[C:7]3[CH:6]=[C:5]([C:21]3[CH:26]=[CH:25][C:24]([Cl:27])=[CH:23][C:22]=3[Cl:28])[N:4]=2)[N:33]=1, predict the reactants needed to synthesize it. The reactants are: Cl.Cl[C:3]1[N:8]2[N:9]=[C:10]([CH:12]3[CH2:17][CH2:16][N:15]([CH:18]([CH3:20])[CH3:19])[CH2:14][CH2:13]3)[N:11]=[C:7]2[CH:6]=[C:5]([C:21]2[CH:26]=[CH:25][C:24]([Cl:27])=[CH:23][C:22]=2[Cl:28])[N:4]=1.Cl.Cl.[NH2:31][C:32]1[C:37]([C:38]#[N:39])=[CH:36][CH:35]=[C:34]([NH:40][CH2:41][CH2:42][NH2:43])[N:33]=1.C(N(CC)C(C)C)(C)C. (5) Given the product [N:8]1[CH:13]=[CH:12][C:11]([C:14]2([CH2:17][CH2:18][N:19]([CH2:30][C:26]3[N:25]([C:21]4[S:20][CH:2]=[CH:3][N:22]=4)[CH:29]=[CH:28][CH:27]=3)[CH2:30][C:26]3[N:25]([C:21]4[S:20][CH:24]=[CH:23][N:22]=4)[CH:29]=[CH:28][CH:27]=3)[CH2:15][CH2:16]2)=[CH:10][CH:9]=1, predict the reactants needed to synthesize it. The reactants are: F[C:2](F)(F)[C:3]([O-])=O.[N:8]1[CH:13]=[CH:12][C:11]([C:14]2([CH2:17][CH2:18][NH2:19])[CH2:16][CH2:15]2)=[CH:10][CH:9]=1.[S:20]1[CH:24]=[CH:23][N:22]=[C:21]1[N:25]1[CH:29]=[CH:28][CH:27]=[C:26]1[CH:30]=O. (6) Given the product [CH3:1][O:2][C:3]1[CH:4]=[CH:5][C:6]([C:9]2[N:10]=[C:11]([S:28][CH2:29][C:30]3[CH:31]=[CH:32][N:33]=[CH:34][CH:35]=3)[N:12]([CH2:22][C:23]([OH:25])=[O:24])[C:13]=2[C:14]2[CH:15]=[CH:16][C:17]([O:20][CH3:21])=[CH:18][CH:19]=2)=[CH:7][CH:8]=1, predict the reactants needed to synthesize it. The reactants are: [CH3:1][O:2][C:3]1[CH:8]=[CH:7][C:6]([C:9]2[N:10]=[C:11]([S:28][CH2:29][C:30]3[CH:35]=[CH:34][N:33]=[CH:32][CH:31]=3)[N:12]([CH2:22][C:23]([O:25]CC)=[O:24])[C:13]=2[C:14]2[CH:19]=[CH:18][C:17]([O:20][CH3:21])=[CH:16][CH:15]=2)=[CH:5][CH:4]=1.[OH-].[Na+]. (7) Given the product [F:32][C:33]1[CH:38]=[C:37]([CH3:39])[CH:36]=[CH:35][C:34]=1[C:2]1[C:7]([CH:8]([CH2:13][CH2:14][CH3:15])[C:9]([O:11][CH3:12])=[O:10])=[C:6]([CH3:16])[N:5]=[C:4]([C:17]2[CH:22]=[CH:21][CH:20]=[CH:19][CH:18]=2)[N:3]=1, predict the reactants needed to synthesize it. The reactants are: Cl[C:2]1[C:7]([CH:8]([CH2:13][CH2:14][CH3:15])[C:9]([O:11][CH3:12])=[O:10])=[C:6]([CH3:16])[N:5]=[C:4]([C:17]2[CH:22]=[CH:21][CH:20]=[CH:19][CH:18]=2)[N:3]=1.C(N(CC)C(C)C)(C)C.[F:32][C:33]1[CH:38]=[C:37]([CH3:39])[CH:36]=[CH:35][C:34]=1B(O)O. (8) The reactants are: [ClH:1].N[C:3]1[CH:4]=[C:5]([CH:8]=[C:9]([N+:11]([O-:13])=[O:12])[CH:10]=1)[C:6]#[N:7].N([O-])=O.[Na+].[S:18](=[O:20])=[O:19]. Given the product [C:6]([C:5]1[CH:4]=[C:3]([S:18]([Cl:1])(=[O:20])=[O:19])[CH:10]=[C:9]([N+:11]([O-:13])=[O:12])[CH:8]=1)#[N:7], predict the reactants needed to synthesize it. (9) Given the product [ClH:15].[C:13]([C:8]1[CH:7]=[C:6]2[C:11]([C:12]([C:16]3[N:21]=[CH:20][C:19]([S:22]([NH:25][CH2:26][CH2:27][N:28]4[CH2:32][CH2:31][CH2:30][CH2:29]4)(=[O:24])=[O:23])=[CH:18][CH:17]=3)=[C:4]([OH:3])[NH:5]2)=[CH:10][CH:9]=1)#[N:14], predict the reactants needed to synthesize it. The reactants are: [H-].[Na+].[O:3]=[C:4]1[CH2:12][C:11]2[C:6](=[CH:7][C:8]([C:13]#[N:14])=[CH:9][CH:10]=2)[NH:5]1.[Cl:15][C:16]1[N:21]=[CH:20][C:19]([S:22]([NH:25][CH2:26][CH2:27][N:28]2[CH2:32][CH2:31][CH2:30][CH2:29]2)(=[O:24])=[O:23])=[CH:18][CH:17]=1.CO.